Dataset: Full USPTO retrosynthesis dataset with 1.9M reactions from patents (1976-2016). Task: Predict the reactants needed to synthesize the given product. (1) Given the product [CH2:11]([O:10][C@@H:9]1[C@@H:8]([C@@H:18]([CH2:27][OH:28])[O:19][CH2:20][C:21]2[CH:26]=[CH:25][CH:24]=[CH:23][CH:22]=2)[O:7][C@@H:6]([N:37]2[CH:45]=[C:43]([CH3:44])[C:41](=[O:42])[NH:40][C:38]2=[O:39])[C@@H:5]1[OH:4])[C:12]1[CH:13]=[CH:14][CH:15]=[CH:16][CH:17]=1, predict the reactants needed to synthesize it. The reactants are: C([O:4][C@@H:5]1[C@H:9]([O:10][CH2:11][C:12]2[CH:17]=[CH:16][CH:15]=[CH:14][CH:13]=2)[C@@H:8]([C@@H:18]([CH2:27][O:28]C(=O)C2C=CC=CC=2)[O:19][CH2:20][C:21]2[CH:26]=[CH:25][CH:24]=[CH:23][CH:22]=2)[O:7][C@H:6]1[N:37]1[CH:45]=[C:43]([CH3:44])[C:41](=[O:42])[NH:40][C:38]1=[O:39])(=O)C.C[O-].[Na+].Cl. (2) Given the product [Br:1][CH2:2][C:3]1[CH:4]=[C:5]([CH:8]=[CH:9][CH:10]=1)[CH:6]=[N:11][OH:12], predict the reactants needed to synthesize it. The reactants are: [Br:1][CH2:2][C:3]1[CH:4]=[C:5]([CH:8]=[CH:9][CH:10]=1)[CH:6]=O.[NH2:11][OH:12]. (3) Given the product [Cl:1][C:2]1[CH:3]=[C:4]([C@@H:8]2[C@@H:13]([C:14]3[CH:15]=[CH:16][C:17]([Cl:20])=[CH:18][CH:19]=3)[N:12]([C@@H:21]([CH2:24][CH3:25])[CH2:22][N:35]3[CH2:36][CH2:37][O:38][CH2:39][C:34]3([CH3:40])[CH3:33])[C:11](=[O:26])[C@:10]([CH2:28][C:29]([OH:31])=[O:30])([CH3:27])[CH2:9]2)[CH:5]=[CH:6][CH:7]=1, predict the reactants needed to synthesize it. The reactants are: [Cl:1][C:2]1[CH:3]=[C:4]([C@@H:8]2[C@@H:13]([C:14]3[CH:19]=[CH:18][C:17]([Cl:20])=[CH:16][CH:15]=3)[N:12]([C@@H:21]([CH2:24][CH3:25])[CH:22]=O)[C:11](=[O:26])[C@:10]([CH2:28][C:29]([OH:31])=[O:30])([CH3:27])[CH2:9]2)[CH:5]=[CH:6][CH:7]=1.Cl.[CH3:33][C:34]1([CH3:40])[CH2:39][O:38][CH2:37][CH2:36][NH:35]1.C(O[BH-](OC(=O)C)OC(=O)C)(=O)C.[Na+].